From a dataset of Drug-induced liver injury (DILI) classification data. Regression/Classification. Given a drug SMILES string, predict its toxicity properties. Task type varies by dataset: regression for continuous values (e.g., LD50, hERG inhibition percentage) or binary classification for toxic/non-toxic outcomes (e.g., AMES mutagenicity, cardiotoxicity, hepatotoxicity). Dataset: dili. (1) The drug is CC(C)NCC(O)COc1cccc2[nH]ccc12. The result is 0 (no liver injury). (2) The drug is CNCCCC12CCC(c3ccccc31)c1ccccc12. The result is 0 (no liver injury). (3) The drug is Cc1ncc([N+](=O)[O-])n1CCO. The result is 1 (causes liver injury). (4) The drug is NC12CC3CC(CC(C3)C1)C2. The result is 0 (no liver injury). (5) The drug is CN(C)C1C(=O)C(C(N)=O)=C(O)C2(O)C(=O)C3=C(O)c4c(O)ccc(Cl)c4C(O)C3CC12. The result is 1 (causes liver injury). (6) The drug is NC(N)=NCCN1CCCCCCC1. The result is 0 (no liver injury). (7) The compound is O=C(CCNNC(=O)c1ccncc1)NCc1ccccc1. The result is 1 (causes liver injury). (8) The molecule is CN1C2CCC1CC(OC(c1ccccc1)c1ccccc1)C2. The result is 0 (no liver injury). (9) The result is 0 (no liver injury). The drug is CCCCCC(O)C=CC1C(O)CC(=O)C1CC=CCCCC(=O)O. (10) The drug is Cc1nc(C)c2c(n1)N(Cc1ccc(-c3ccccc3-c3nn[nH]n3)cc1)C(=O)CC2. The result is 1 (causes liver injury).